Dataset: Reaction yield outcomes from USPTO patents with 853,638 reactions. Task: Predict the reaction yield, written as a fraction of the theoretical maximum amount of product (1.0 means a 100% yield; for example, 0.34 means a 34% yield). (1) The reactants are CC(C)([O-])C.[K+].[N+:7]([C:10]1[S:11][CH:12]=[CH:13][CH:14]=1)([O-:9])=[O:8].[CH:15](Cl)([Cl:17])[Cl:16].CO. The catalyst is CN(C)C=O.[Cl-].[Na+].O.C(O)(=O)C. The product is [Cl:16][CH:15]([Cl:17])[C:14]1[CH:13]=[CH:12][S:11][C:10]=1[N+:7]([O-:9])=[O:8]. The yield is 0.940. (2) The reactants are [Cl:1][C:2]1[C:3]([NH:14][C:15]2[CH:20]=[CH:19][C:18]([Cl:21])=[CH:17][CH:16]=2)=[N:4][CH:5]=[C:6]([C:8]2[NH:9][CH:10]=[C:11]([CH3:13])[N:12]=2)[CH:7]=1.IC.[C:24]([O-])([O-])=O.[K+].[K+]. The catalyst is CN(C=O)C. The product is [Cl:1][C:2]1[C:3]([NH:14][C:15]2[CH:20]=[CH:19][C:18]([Cl:21])=[CH:17][CH:16]=2)=[N:4][CH:5]=[C:6]([C:8]2[N:9]([CH3:24])[CH:10]=[C:11]([CH3:13])[N:12]=2)[CH:7]=1. The yield is 0.290.